This data is from Forward reaction prediction with 1.9M reactions from USPTO patents (1976-2016). The task is: Predict the product of the given reaction. Given the reactants [CH3:1][O:2][C:3]1[CH:22]=[CH:21][C:6]([CH2:7][CH:8]2[C:12]3=[N:13][C:14]4[CH:19]=[CH:18][CH:17]=[CH:16][C:15]=4[N:11]3[C:10](=[O:20])[NH:9]2)=[C:5]([CH3:23])[CH:4]=1.[NH2:24][C@H:25]1[CH2:30][CH2:29][C@H:28]([OH:31])[CH2:27][CH2:26]1.C(O)(C(F)(F)F)=O, predict the reaction product. The product is: [NH:13]1[C:14]2[CH:19]=[CH:18][CH:17]=[CH:16][C:15]=2[N:11]=[C:12]1[CH:8]([NH:9][C:10]([NH:24][C@H:25]1[CH2:30][CH2:29][C@H:28]([OH:31])[CH2:27][CH2:26]1)=[O:20])[CH2:7][C:6]1[CH:21]=[CH:22][C:3]([O:2][CH3:1])=[CH:4][C:5]=1[CH3:23].